Task: Regression. Given two drug SMILES strings and cell line genomic features, predict the synergy score measuring deviation from expected non-interaction effect.. Dataset: NCI-60 drug combinations with 297,098 pairs across 59 cell lines (1) Drug 1: C(CC(=O)O)C(=O)CN.Cl. Drug 2: C1C(C(OC1N2C=NC3=C2NC=NCC3O)CO)O. Cell line: HCT-15. Synergy scores: CSS=-4.83, Synergy_ZIP=7.24, Synergy_Bliss=12.5, Synergy_Loewe=-4.09, Synergy_HSA=0.368. (2) Drug 1: C1=C(C(=O)NC(=O)N1)F. Drug 2: CC1=C(C=C(C=C1)C(=O)NC2=CC(=CC(=C2)C(F)(F)F)N3C=C(N=C3)C)NC4=NC=CC(=N4)C5=CN=CC=C5. Cell line: UACC62. Synergy scores: CSS=42.2, Synergy_ZIP=-3.00, Synergy_Bliss=-6.47, Synergy_Loewe=-5.89, Synergy_HSA=-5.54. (3) Drug 1: COC1=CC(=CC(=C1O)OC)C2C3C(COC3=O)C(C4=CC5=C(C=C24)OCO5)OC6C(C(C7C(O6)COC(O7)C8=CC=CS8)O)O. Drug 2: CC1=C(C=C(C=C1)C(=O)NC2=CC(=CC(=C2)C(F)(F)F)N3C=C(N=C3)C)NC4=NC=CC(=N4)C5=CN=CC=C5. Cell line: HOP-92. Synergy scores: CSS=44.6, Synergy_ZIP=-1.33, Synergy_Bliss=2.26, Synergy_Loewe=-4.93, Synergy_HSA=3.11. (4) Drug 1: CCCS(=O)(=O)NC1=C(C(=C(C=C1)F)C(=O)C2=CNC3=C2C=C(C=N3)C4=CC=C(C=C4)Cl)F. Drug 2: CS(=O)(=O)CCNCC1=CC=C(O1)C2=CC3=C(C=C2)N=CN=C3NC4=CC(=C(C=C4)OCC5=CC(=CC=C5)F)Cl. Cell line: OVCAR-5. Synergy scores: CSS=0.840, Synergy_ZIP=2.19, Synergy_Bliss=4.29, Synergy_Loewe=-5.43, Synergy_HSA=-1.53. (5) Drug 1: CC1=C2C(C(=O)C3(C(CC4C(C3C(C(C2(C)C)(CC1OC(=O)C(C(C5=CC=CC=C5)NC(=O)C6=CC=CC=C6)O)O)OC(=O)C7=CC=CC=C7)(CO4)OC(=O)C)O)C)OC(=O)C. Drug 2: C1C(C(OC1N2C=NC(=NC2=O)N)CO)O. Cell line: MALME-3M. Synergy scores: CSS=19.0, Synergy_ZIP=-9.98, Synergy_Bliss=-6.51, Synergy_Loewe=-17.5, Synergy_HSA=-5.10. (6) Drug 1: C1=CC=C(C=C1)NC(=O)CCCCCCC(=O)NO. Drug 2: CC12CCC3C(C1CCC2OP(=O)(O)O)CCC4=C3C=CC(=C4)OC(=O)N(CCCl)CCCl.[Na+]. Cell line: NCI-H522. Synergy scores: CSS=2.15, Synergy_ZIP=-5.97, Synergy_Bliss=-1.28, Synergy_Loewe=-10.7, Synergy_HSA=-3.69. (7) Drug 1: CCC1=CC2CC(C3=C(CN(C2)C1)C4=CC=CC=C4N3)(C5=C(C=C6C(=C5)C78CCN9C7C(C=CC9)(C(C(C8N6C)(C(=O)OC)O)OC(=O)C)CC)OC)C(=O)OC.C(C(C(=O)O)O)(C(=O)O)O. Drug 2: CN1C(=O)N2C=NC(=C2N=N1)C(=O)N. Cell line: M14. Synergy scores: CSS=20.5, Synergy_ZIP=4.14, Synergy_Bliss=5.48, Synergy_Loewe=-46.5, Synergy_HSA=1.32. (8) Cell line: ACHN. Drug 2: CC(C)NC(=O)C1=CC=C(C=C1)CNNC.Cl. Drug 1: CN1C(=O)N2C=NC(=C2N=N1)C(=O)N. Synergy scores: CSS=1.57, Synergy_ZIP=0.925, Synergy_Bliss=4.63, Synergy_Loewe=-0.835, Synergy_HSA=0.909. (9) Drug 1: CC12CCC(CC1=CCC3C2CCC4(C3CC=C4C5=CN=CC=C5)C)O. Drug 2: CCCS(=O)(=O)NC1=C(C(=C(C=C1)F)C(=O)C2=CNC3=C2C=C(C=N3)C4=CC=C(C=C4)Cl)F. Cell line: TK-10. Synergy scores: CSS=4.79, Synergy_ZIP=-2.64, Synergy_Bliss=-1.86, Synergy_Loewe=-3.84, Synergy_HSA=-2.71.